Dataset: Reaction yield outcomes from USPTO patents with 853,638 reactions. Task: Predict the reaction yield, written as a fraction of the theoretical maximum amount of product (1.0 means a 100% yield; for example, 0.34 means a 34% yield). (1) The reactants are Br[C:2]1[C:12]([CH3:13])=[CH:11][C:5]2[O:6][CH2:7][C:8]([CH3:10])([CH3:9])[C:4]=2[CH:3]=1.FC1(F)OC2C=C(C)C(C3N=C[C:27]([NH:30][C:31](=O)[C:32]4[CH:37]=[CH:36]C=CC=4F)=[N:28]C=3)=CC=2O1.[O-]P([O-])([O-])=O.[K+].[K+].[K+]. The catalyst is C(#N)C.O1CCOCC1.O. The product is [CH3:9][C:8]1([CH3:10])[CH2:7][O:6][C:5]2[CH:11]=[C:12]([CH3:13])[C:2]([C:32]3[CH:37]=[CH:36][C:27]([NH2:28])=[N:30][CH:31]=3)=[CH:3][C:4]1=2. The yield is 0.908. (2) The reactants are [CH3:1][CH:2]([O:4][C:5]1[CH:6]=[C:7]([CH2:11][CH2:12][C:13](OC)=O)[CH:8]=[CH:9][CH:10]=1)[CH3:3].[H-].[Na+].[C:19](#[N:21])[CH3:20].Cl.[NH2:23][NH2:24]. The catalyst is O1CCOCC1.C(O)C. The product is [CH3:1][CH:2]([O:4][C:5]1[CH:6]=[C:7]([CH2:11][CH2:12][C:13]2[NH:24][N:23]=[C:19]([NH2:21])[CH:20]=2)[CH:8]=[CH:9][CH:10]=1)[CH3:3]. The yield is 0.390.